This data is from Forward reaction prediction with 1.9M reactions from USPTO patents (1976-2016). The task is: Predict the product of the given reaction. (1) Given the reactants [NH2:1][C:2]1[CH:7]=[CH:6][CH:5]=[C:4]([CH3:8])[N:3]=1.Br[C:10]1[CH:15]=[CH:14][CH:13]=[C:12]([CH3:16])[N:11]=1.CC(C)([O-])C.[Na+], predict the reaction product. The product is: [CH3:8][C:4]1[N:3]=[C:2]([NH:1][C:10]2[CH:15]=[CH:14][CH:13]=[C:12]([CH3:16])[N:11]=2)[CH:7]=[CH:6][CH:5]=1. (2) Given the reactants [Cl:1][C:2]1[CH:3]=[C:4]2[C:8](=[CH:9][CH:10]=1)[NH:7][CH:6]=[C:5]2[CH2:11][CH2:12][NH:13][C:14](=[O:22])[C:15]1[CH:20]=[CH:19][C:18](I)=[CH:17][CH:16]=1.[C:23]1([CH3:32])[CH:28]=[CH:27][CH:26]=[CH:25][C:24]=1B(O)O.C(=O)([O-])[O-].[Na+].[Na+], predict the reaction product. The product is: [Cl:1][C:2]1[CH:3]=[C:4]2[C:8](=[CH:9][CH:10]=1)[NH:7][CH:6]=[C:5]2[CH2:11][CH2:12][NH:13][C:14]([C:15]1[CH:20]=[CH:19][C:18]([C:24]2[CH:25]=[CH:26][CH:27]=[CH:28][C:23]=2[CH3:32])=[CH:17][CH:16]=1)=[O:22]. (3) Given the reactants [CH2:1]([N:3]([CH2:13][CH3:14])[C:4](=O)[CH2:5][CH2:6][C:7]1[NH:8][CH:9]=[CH:10][CH:11]=1)[CH3:2].[H-].[H-].[H-].[H-].[Li+].[Al+3].C(OCC)(=O)C.O, predict the reaction product. The product is: [CH2:13]([N:3]([CH2:1][CH3:2])[CH2:4][CH2:5][CH2:6][C:7]1[NH:8][CH:9]=[CH:10][CH:11]=1)[CH3:14]. (4) Given the reactants C(OC(=O)[NH:7][C:8]1([C:12]2[CH:17]=[CH:16][C:15]([C:18]3[C:38]([C:39]4[CH:44]=[CH:43][CH:42]=[CH:41][CH:40]=4)=[CH:37][N:21]4[N:22]=[C:23]5[C:28]([CH:27]=[C:26]([C:29]6[CH:34]=[CH:33][CH:32]=[C:31]([C:35]#[N:36])[CH:30]=6)[CH:25]=[CH:24]5)=[C:20]4[N:19]=3)=[CH:14][CH:13]=2)[CH2:11][CH2:10][CH2:9]1)(C)(C)C, predict the reaction product. The product is: [NH2:7][C:8]1([C:12]2[CH:13]=[CH:14][C:15]([C:18]3[C:38]([C:39]4[CH:44]=[CH:43][CH:42]=[CH:41][CH:40]=4)=[CH:37][N:21]4[N:22]=[C:27]5[C:28]([CH:23]=[CH:24][CH:25]=[C:26]5[C:29]5[CH:30]=[C:31]([CH:32]=[CH:33][CH:34]=5)[C:35]#[N:36])=[C:20]4[N:19]=3)=[CH:16][CH:17]=2)[CH2:9][CH2:10][CH2:11]1. (5) Given the reactants Cl.[Si]([O:9][CH2:10][CH2:11][N:12]([C:23]1[CH:24]=[CH:25][C:26]([O:29][CH2:30][C:31]([CH3:37])([CH3:36])[C:32]([O:34][CH3:35])=[O:33])=[N:27][CH:28]=1)[C:13]([C:15]1[C:16]([Cl:22])=[N:17][CH:18]=[N:19][C:20]=1[Cl:21])=[O:14])(C(C)(C)C)(C)C, predict the reaction product. The product is: [Cl:22][C:16]1[C:15]([C:13]([N:12]([C:23]2[CH:24]=[CH:25][C:26]([O:29][CH2:30][C:31]([CH3:36])([CH3:37])[C:32]([O:34][CH3:35])=[O:33])=[N:27][CH:28]=2)[CH2:11][CH2:10][OH:9])=[O:14])=[C:20]([Cl:21])[N:19]=[CH:18][N:17]=1. (6) The product is: [CH2:1]([NH:8][C:9]([NH:12][CH2:13][C:14]1[CH:22]=[CH:21][CH:20]=[C:19]2[C:15]=1[CH2:16][N:17]([CH:24]1[CH2:29][CH2:28][C:27](=[O:30])[NH:26][C:25]1=[O:31])[C:18]2=[O:23])=[O:10])[C:2]1[CH:7]=[CH:6][CH:5]=[CH:4][CH:3]=1. Given the reactants [CH2:1]([N:8]=[C:9]=[O:10])[C:2]1[CH:7]=[CH:6][CH:5]=[CH:4][CH:3]=1.Cl.[NH2:12][CH2:13][C:14]1[CH:22]=[CH:21][CH:20]=[C:19]2[C:15]=1[CH2:16][N:17]([CH:24]1[CH2:29][CH2:28][C:27](=[O:30])[NH:26][C:25]1=[O:31])[C:18]2=[O:23].C(N(CC)CC)C, predict the reaction product. (7) Given the reactants [CH3:1][C:2]([C:4]1[CH:9]=[CH:8][C:7]([I:10])=[CH:6][CH:5]=1)=[O:3].[O:11]1[CH:15]=[CH:14][CH:13]=[C:12]1[CH:16]=O.[OH-].[K+], predict the reaction product. The product is: [O:11]1[CH:15]=[CH:14][CH:13]=[C:12]1[CH:16]=[CH:1][C:2]([C:4]1[CH:9]=[CH:8][C:7]([I:10])=[CH:6][CH:5]=1)=[O:3]. (8) Given the reactants [CH3:1][O:2][CH2:3][CH2:4][O:5][CH2:6][CH2:7][CH2:8][C@:9]12[CH2:17][CH2:16][C:15]3[C:18]4[CH:19]=[CH:20][C:21]([O:26][CH3:27])=[CH:22][C:23]=4[CH2:24][CH2:25][C:14]=3[C:13]1=[CH:12][CH2:11][C:10]2=[O:28], predict the reaction product. The product is: [CH3:1][O:2][CH2:3][CH2:4][O:5][CH2:6][CH2:7][CH2:8][C@:9]12[CH2:17][CH2:16][C:15]3[C:18]4[CH:19]=[CH:20][C:21]([O:26][CH3:27])=[CH:22][C:23]=4[CH2:24][CH2:25][C:14]=3[C@@H:13]1[CH2:12][CH2:11][C:10]2=[O:28]. (9) Given the reactants F[C:2]1[CH:7]=[CH:6][CH:5]=[CH:4][C:3]=1[CH2:8][C:9](=[O:15])[C:10]([O:12][CH2:13][CH3:14])=[O:11].[CH3:16]C1C=C(C=CC=1)CBr.[Mg].C(OCC)(=O)C(OCC)=O, predict the reaction product. The product is: [CH3:16][C:7]1[CH:2]=[C:3]([CH2:8][C:9](=[O:15])[C:10]([O:12][CH2:13][CH3:14])=[O:11])[CH:4]=[CH:5][CH:6]=1. (10) Given the reactants Cl.C(OC([N:9]1[CH2:14][CH2:13][CH:12]([N:15]2[CH:19]=[C:18]([C:20]3[CH:29]=[CH:28][C:27]4[C:26]([CH3:31])([CH3:30])[CH2:25][CH2:24][C:23]([CH3:33])([CH3:32])[C:22]=4[CH:21]=3)[N:17]=[N:16]2)[CH2:11][CH2:10]1)=O)(C)(C)C, predict the reaction product. The product is: [CH3:30][C:26]1([CH3:31])[CH2:25][CH2:24][C:23]([CH3:32])([CH3:33])[C:22]2[CH:21]=[C:20]([C:18]3[N:17]=[N:16][N:15]([CH:12]4[CH2:13][CH2:14][NH:9][CH2:10][CH2:11]4)[CH:19]=3)[CH:29]=[CH:28][C:27]1=2.